Dataset: Forward reaction prediction with 1.9M reactions from USPTO patents (1976-2016). Task: Predict the product of the given reaction. (1) The product is: [Cl:1][C:2]1[CH:7]=[C:6]([C:8]([F:10])([F:11])[F:9])[CH:5]=[C:4]([Cl:12])[C:3]=1[NH:13][NH:14][CH:15]([CH2:18][C:19]#[N:20])[C:16]#[N:17]. Given the reactants [Cl:1][C:2]1[CH:7]=[C:6]([C:8]([F:11])([F:10])[F:9])[CH:5]=[C:4]([Cl:12])[C:3]=1[NH:13][N:14]=[C:15]([CH2:18][C:19]#[N:20])[C:16]#[N:17].[C-]#N.[Na+].O.C(=O)(O)[O-].[Na+], predict the reaction product. (2) Given the reactants [CH:1]1([C:7]2[C:15]3[C:14](=[O:16])[NH:13][C:12]([C:17]4[CH:22]=[CH:21][C:20]([N:23]5[CH2:28][CH2:27][N:26]([CH3:29])[CH2:25][CH2:24]5)=[CH:19][C:18]=4[O:30][CH:31]([F:33])[F:32])=[N:11][C:10]=3[N:9]([CH3:34])[N:8]=2)[CH2:6][CH2:5][CH2:4][CH2:3][CH2:2]1.[CH3:35][S:36]([OH:39])(=[O:38])=[O:37], predict the reaction product. The product is: [CH3:35][S:36]([OH:39])(=[O:38])=[O:37].[CH:1]1([C:7]2[C:15]3[C:14](=[O:16])[NH:13][C:12]([C:17]4[CH:22]=[CH:21][C:20]([N:23]5[CH2:28][CH2:27][N:26]([CH3:29])[CH2:25][CH2:24]5)=[CH:19][C:18]=4[O:30][CH:31]([F:32])[F:33])=[N:11][C:10]=3[N:9]([CH3:34])[N:8]=2)[CH2:2][CH2:3][CH2:4][CH2:5][CH2:6]1. (3) Given the reactants C1(P([CH2:15][S:16]([NH:19][C:20](=[O:26])[O:21][C:22]([CH3:25])([CH3:24])[CH3:23])(=[O:18])=[O:17])(C2C=CC=CC=2)=O)C=CC=CC=1.[H-].[Na+].[Cl:29][C:30]1[CH:47]=[C:46]([Cl:48])[CH:45]=[CH:44][C:31]=1[CH2:32][N:33]1[C:37]([CH:38]=O)=[CH:36][C:35]([O:40][CH2:41][O:42][CH3:43])=[N:34]1.[Cl-].[Na+], predict the reaction product. The product is: [Cl:29][C:30]1[CH:47]=[C:46]([Cl:48])[CH:45]=[CH:44][C:31]=1[CH2:32][N:33]1[C:37](/[CH:38]=[CH:15]/[S:16]([NH:19][C:20](=[O:26])[O:21][C:22]([CH3:24])([CH3:23])[CH3:25])(=[O:18])=[O:17])=[CH:36][C:35]([O:40][CH2:41][O:42][CH3:43])=[N:34]1.